Dataset: Forward reaction prediction with 1.9M reactions from USPTO patents (1976-2016). Task: Predict the product of the given reaction. (1) Given the reactants [Cl:1][C:2]1[CH:3]=[CH:4][C:5]2[S:9][C:8]([S:10]([NH:13][C:14]3[CH:15]=[C:16]([CH:20]=[CH:21][CH:22]=3)[C:17]([OH:19])=[O:18])(=[O:12])=[O:11])=[C:7]([CH3:23])[C:6]=2[CH:24]=1.C(N1C=CN=C1)(N1[CH:31]=[CH:30]N=C1)=O.N1C=CC=CC=1.CCO.C(O)(C(F)(F)F)=O, predict the reaction product. The product is: [Cl:1][C:2]1[CH:3]=[CH:4][C:5]2[S:9][C:8]([S:10]([NH:13][C:14]3[CH:15]=[C:16]([CH:20]=[CH:21][CH:22]=3)[C:17]([O:19][CH2:30][CH3:31])=[O:18])(=[O:12])=[O:11])=[C:7]([CH3:23])[C:6]=2[CH:24]=1. (2) Given the reactants [O:1]1[CH2:6][CH2:5][N:4]([S:7]([C:10]2[S:14][C:13]([CH2:15][NH:16][CH2:17][C:18]3[NH:19][C:20](=[O:28])[C:21]4[CH2:27][O:26][CH2:25][CH2:24][C:22]=4[N:23]=3)=[CH:12][CH:11]=2)(=[O:9])=[O:8])[CH2:3][CH2:2]1.[F:29][C:30]1[CH:47]=[CH:46][C:33]([C:34]([CH:36]2[CH2:41][CH2:40][N:39]([CH2:42][C:43](O)=[O:44])[CH2:38][CH2:37]2)=[O:35])=[CH:32][CH:31]=1.CC#N.O, predict the reaction product. The product is: [F:29][C:30]1[CH:31]=[CH:32][C:33]([C:34]([CH:36]2[CH2:37][CH2:38][N:39]([CH2:42][C:43]([N:16]([CH2:15][C:13]3[S:14][C:10]([S:7]([N:4]4[CH2:3][CH2:2][O:1][CH2:6][CH2:5]4)(=[O:9])=[O:8])=[CH:11][CH:12]=3)[CH2:17][C:18]3[NH:19][C:20](=[O:28])[C:21]4[CH2:27][O:26][CH2:25][CH2:24][C:22]=4[N:23]=3)=[O:44])[CH2:40][CH2:41]2)=[O:35])=[CH:46][CH:47]=1. (3) Given the reactants [CH3:1][CH:2]1[CH2:7][NH:6][CH2:5][CH:4]([CH3:8])[NH:3]1.[CH3:9][C:10]([O:13][C:14](O[C:14]([O:13][C:10]([CH3:12])([CH3:11])[CH3:9])=[O:15])=[O:15])([CH3:12])[CH3:11], predict the reaction product. The product is: [CH3:8][CH:4]1[NH:3][CH:2]([CH3:1])[CH2:7][N:6]([C:14]([O:13][C:10]([CH3:12])([CH3:11])[CH3:9])=[O:15])[CH2:5]1. (4) Given the reactants [Cl:1][C:2]1[CH:3]=[CH:4][C:5]([O:28][CH2:29][CH:30]([CH3:32])[CH3:31])=[C:6]([CH2:8][N:9]2[C:13]([CH3:14])=[CH:12][C:11]([C:15]([NH:17][C:18]3[CH:23]=[CH:22][C:21]([CH:24]=O)=[CH:20][C:19]=3[O:26][CH3:27])=[O:16])=[N:10]2)[CH:7]=1.[NH:33]1[CH2:38][CH2:37][O:36][CH2:35][CH2:34]1.C(O[BH-](OC(=O)C)OC(=O)C)(=O)C.[Na+].C(OCC)(=O)C, predict the reaction product. The product is: [ClH:1].[Cl:1][C:2]1[CH:3]=[CH:4][C:5]([O:28][CH2:29][CH:30]([CH3:32])[CH3:31])=[C:6]([CH2:8][N:9]2[C:13]([CH3:14])=[CH:12][C:11]([C:15]([NH:17][C:18]3[CH:23]=[CH:22][C:21]([CH2:24][N:33]4[CH2:38][CH2:37][O:36][CH2:35][CH2:34]4)=[CH:20][C:19]=3[O:26][CH3:27])=[O:16])=[N:10]2)[CH:7]=1. (5) Given the reactants [Cl:1][C:2]1[CH:8]=[C:7]([O:9][C:10]2[C:19]3[C:14](=[CH:15][C:16]([O:22][CH3:23])=[C:17]([O:20][CH3:21])[CH:18]=3)[N:13]=[CH:12][N:11]=2)[CH:6]=[CH:5][C:3]=1[NH2:4].ClC(Cl)(O[C:28](=[O:34])OC(Cl)(Cl)Cl)Cl.[CH3:36][NH:37][CH2:38][CH2:39][CH3:40].CO, predict the reaction product. The product is: [Cl:1][C:2]1[CH:8]=[C:7]([O:9][C:10]2[C:19]3[C:14](=[CH:15][C:16]([O:22][CH3:23])=[C:17]([O:20][CH3:21])[CH:18]=3)[N:13]=[CH:12][N:11]=2)[CH:6]=[CH:5][C:3]=1[NH:4][C:28](=[O:34])[N:37]([CH3:36])[CH2:38][CH2:39][CH3:40]. (6) Given the reactants [CH2:1]([S:4][C@:5]1([C:31]2[CH:36]=[CH:35][C:34]([C:37]3[CH:42]=[CH:41][CH:40]=[CH:39][CH:38]=3)=[CH:33][CH:32]=2)[CH2:9][N:8]([C:10](=[O:26])[C@@H:11]([NH:18][C:19]([O:21][C:22]([CH3:25])([CH3:24])[CH3:23])=[O:20])[CH2:12][CH2:13][CH2:14][CH2:15][CH:16]=[CH2:17])[C@H:7]([C:27]([O:29][CH3:30])=[O:28])[CH2:6]1)C=C.SC1N=CC=CC=1C(O)=O, predict the reaction product. The product is: [C:34]1([C:37]2[CH:38]=[CH:39][CH:40]=[CH:41][CH:42]=2)[CH:33]=[CH:32][C:31]([C@@:5]23[CH2:9][N:8]([C@H:7]([C:27]([O:29][CH3:30])=[O:28])[CH2:6]2)[C:10](=[O:26])[C@@H:11]([NH:18][C:19]([O:21][C:22]([CH3:24])([CH3:25])[CH3:23])=[O:20])[CH2:12][CH2:13][CH2:14][CH2:15][CH:16]=[CH:17][CH2:1][S:4]3)=[CH:36][CH:35]=1. (7) Given the reactants [CH3:1][O:2][C:3](=[O:22])[CH2:4][NH:5][C:6]([C:8]1[C:13]([OH:14])=[CH:12][C:11](OS(C(F)(F)F)=O)=[CH:10][N:9]=1)=[O:7].[Cl:23][C:24]1[CH:25]=[C:26](B(O)O)[CH:27]=[CH:28][CH:29]=1.[O-]P([O-])([O-])=O.[K+].[K+].[K+], predict the reaction product. The product is: [CH3:1][O:2][C:3](=[O:22])[CH2:4][NH:5][C:6]([C:8]1[C:13]([OH:14])=[CH:12][C:11]([C:28]2[CH:27]=[CH:26][CH:25]=[C:24]([Cl:23])[CH:29]=2)=[CH:10][N:9]=1)=[O:7]. (8) The product is: [CH2:1]([C:3]1[C:4](=[O:16])[NH:5][C:6]([CH3:15])=[C:7]([C:9]2[N:10]([CH3:14])[N:11]=[CH:12][N:13]=2)[CH:8]=1)[CH3:2]. Given the reactants [CH2:1]([C:3]1[C:4]([O:16]C)=[N:5][C:6]([CH3:15])=[C:7]([C:9]2[N:10]([CH3:14])[N:11]=[CH:12][N:13]=2)[CH:8]=1)[CH3:2].[I-].[Na+].Cl[Si](C)(C)C, predict the reaction product. (9) Given the reactants [CH2:1]([O:3][C:4](=[O:23])[C:5]1[CH:10]=[CH:9][C:8]([N:11]2[C:19]3[C:14](=[CH:15][C:16](N)=[CH:17][CH:18]=3)[C:13]([C:21]#[N:22])=[CH:12]2)=[CH:7][CH:6]=1)[CH3:2].[CH3:24][S:25](Cl)(=[O:27])=[O:26].[N:29]1C=CC=CC=1.Cl, predict the reaction product. The product is: [CH2:1]([O:3][C:4](=[O:23])[C:5]1[CH:6]=[CH:7][C:8]([N:11]2[C:19]3[C:14](=[CH:15][CH:16]=[C:17]([NH:29][S:25]([CH3:24])(=[O:27])=[O:26])[CH:18]=3)[C:13]([C:21]#[N:22])=[CH:12]2)=[CH:9][CH:10]=1)[CH3:2].